From a dataset of Full USPTO retrosynthesis dataset with 1.9M reactions from patents (1976-2016). Predict the reactants needed to synthesize the given product. (1) Given the product [Br:1][C:2]1[CH:10]=[C:9]2[C:5]([CH:6]=[C:7]([C:21]([N:23]3[CH2:24][CH2:25][S:26](=[O:30])(=[O:29])[CH2:27][CH2:28]3)=[O:22])[N:8]2[CH2:11][CH2:12][OH:13])=[CH:4][C:3]=1[O:31][CH:32]1[CH2:37][CH2:36][N:35]([CH:38]([CH3:40])[CH3:39])[CH2:34][CH2:33]1, predict the reactants needed to synthesize it. The reactants are: [Br:1][C:2]1[CH:10]=[C:9]2[C:5]([CH:6]=[C:7]([C:21]([N:23]3[CH2:28][CH2:27][S:26](=[O:30])(=[O:29])[CH2:25][CH2:24]3)=[O:22])[N:8]2[CH2:11][CH2:12][O:13][Si](C(C)(C)C)(C)C)=[CH:4][C:3]=1[O:31][CH:32]1[CH2:37][CH2:36][N:35]([CH:38]([CH3:40])[CH3:39])[CH2:34][CH2:33]1.FC(F)(F)C(O)=O. (2) The reactants are: [H-].[Na+].[OH:3][CH2:4][CH:5]([CH2:7][OH:8])[OH:6].Cl[CH2:10][CH:11]=[C:12]([CH3:24])[CH2:13][CH2:14][CH:15]=[C:16]([CH3:23])[CH2:17][CH2:18][CH:19]=[C:20]([CH3:22])[CH3:21].[Cl-].[NH4+]. Given the product [CH3:24][C:12]([CH2:13][CH2:14][CH:15]=[C:16]([CH3:23])[CH2:17][CH2:18][CH:19]=[C:20]([CH3:22])[CH3:21])=[CH:11][CH2:10][O:3][CH2:4][CH:5]([CH2:7][OH:8])[OH:6], predict the reactants needed to synthesize it.